The task is: Predict the product of the given reaction.. This data is from Forward reaction prediction with 1.9M reactions from USPTO patents (1976-2016). Given the reactants C(N1C=CN=C1)(N1C=CN=C1)=O.[CH2:13]=[C:14]1[CH2:17][CH:16]([C:18]([OH:20])=O)[CH2:15]1.Cl.Cl.[Cl:23][C:24]1[C:25]([CH2:30][NH2:31])=[N:26][CH:27]=[CH:28][N:29]=1.C(N(C(C)C)CC)(C)C.CCN(C(C)C)C(C)C, predict the reaction product. The product is: [Cl:23][C:24]1[C:25]([CH2:30][NH:31][C:18]([CH:16]2[CH2:15][C:14](=[CH2:13])[CH2:17]2)=[O:20])=[N:26][CH:27]=[CH:28][N:29]=1.